Dataset: Catalyst prediction with 721,799 reactions and 888 catalyst types from USPTO. Task: Predict which catalyst facilitates the given reaction. (1) Reactant: [O:1]=[C:2]1[NH:7][CH2:6][C:5]([C:8]([O:10][CH2:11][CH3:12])=[O:9])=[CH:4][NH:3]1.BrBr.[OH-].[Na+].C([O-])(O)=O.[Na+]. Product: [O:1]=[C:2]1[N:3]=[CH:4][C:5]([C:8]([O:10][CH2:11][CH3:12])=[O:9])=[CH:6][NH:7]1. The catalyst class is: 86. (2) Reactant: [CH:1]([C:4]1[CH:10]=[CH:9][CH:8]=[C:7]([CH:11]([CH3:13])[CH3:12])[C:5]=1[NH2:6])([CH3:3])[CH3:2].C1(C)C=CC(S(O)(=O)=O)=CC=1.[Br:25][C:26]1[CH:27]=[CH:28][CH:29]=[C:30]2[C:35]=1[N:34]=[C:33]([CH:36]=O)[CH:32]=[CH:31]2. Product: [Br:25][C:26]1[CH:27]=[CH:28][CH:29]=[C:30]2[C:35]=1[N:34]=[C:33](/[CH:36]=[N:6]/[C:5]1[C:4]([CH:1]([CH3:3])[CH3:2])=[CH:10][CH:9]=[CH:8][C:7]=1[CH:11]([CH3:13])[CH3:12])[CH:32]=[CH:31]2. The catalyst class is: 8. (3) Reactant: CC(C)([O-])C.[K+].[Cl:7][C:8]1[CH:13]=[C:12]([F:14])[CH:11]=[CH:10][C:9]=1[CH2:15][C:16](=O)[CH3:17].[Br:19][C:20]1[CH:25]=[C:24]([CH3:26])[CH:23]=[C:22]([F:27])[C:21]=1[N:28]=[C:29]=S.IC.[CH3:33][NH:34][NH2:35].C(O)(=O)C.[OH-].[Na+]. Product: [Br:19][C:20]1[CH:25]=[C:24]([CH3:26])[CH:23]=[C:22]([F:27])[C:21]=1[NH:28][C:29]1[N:34]([CH3:33])[N:35]=[C:16]([CH3:17])[C:15]=1[C:9]1[CH:10]=[CH:11][C:12]([F:14])=[CH:13][C:8]=1[Cl:7]. The catalyst class is: 83.